Task: Regression/Classification. Given a drug SMILES string, predict its absorption, distribution, metabolism, or excretion properties. Task type varies by dataset: regression for continuous measurements (e.g., permeability, clearance, half-life) or binary classification for categorical outcomes (e.g., BBB penetration, CYP inhibition). Dataset: cyp2c9_veith.. Dataset: CYP2C9 inhibition data for predicting drug metabolism from PubChem BioAssay (1) The compound is O=c1[nH]c2ccccc2c2ccccc12. The result is 0 (non-inhibitor). (2) The result is 0 (non-inhibitor). The molecule is CO[C@@H]1COC(=O)C/C=C\[C@H](C)[C@@H](OC)COC(=O)[C@H](C)COC(=O)C/C=C\[C@H]1C. (3) The compound is CCCCn1ccnc1C(=O)c1ccc(S(=O)(=O)N(CCOC)CCOC)cc1. The result is 1 (inhibitor). (4) The compound is CCC[C@H]1C(=O)N2C(N(C)C)=Nc3ccc(C)cc3N2C1=O. The result is 0 (non-inhibitor). (5) The drug is COc1ccc(NC(=O)NCc2cccn2C)c(OC)c1. The result is 0 (non-inhibitor). (6) The compound is CCS(=O)(=O)N1CCC(C(=O)NCCCN2CCCC2)CC1. The result is 0 (non-inhibitor).